This data is from Full USPTO retrosynthesis dataset with 1.9M reactions from patents (1976-2016). The task is: Predict the reactants needed to synthesize the given product. (1) Given the product [CH2:12]([O:1][C:2]1[C:7]([C:8]#[N:9])=[C:6]([CH3:10])[CH:5]=[C:4]([CH3:11])[N:3]=1)[C:13]1[CH:18]=[CH:17][CH:16]=[CH:15][CH:14]=1, predict the reactants needed to synthesize it. The reactants are: [OH:1][C:2]1[C:7]([C:8]#[N:9])=[C:6]([CH3:10])[CH:5]=[C:4]([CH3:11])[N:3]=1.[CH2:12](Cl)[C:13]1[CH:18]=[CH:17][CH:16]=[CH:15][CH:14]=1. (2) Given the product [NH2:15][C@H:12]1[C:11]2[C:6](=[CH:7][CH:8]=[CH:9][CH:10]=2)[N:5]([C:26](=[O:29])[CH2:27][CH3:28])[C@@H:4]([CH:1]2[CH2:3][CH2:2]2)[C@@H:13]1[CH3:14], predict the reactants needed to synthesize it. The reactants are: [CH:1]1([C@H:4]2[C@H:13]([CH3:14])[C@@H:12]([NH:15]C(=O)OCC3C=CC=CC=3)[C:11]3[C:6](=[CH:7][CH:8]=[CH:9][CH:10]=3)[N:5]2[C:26](=[O:29])[CH2:27][CH3:28])[CH2:3][CH2:2]1.C([O-])=O.[NH4+]. (3) Given the product [C:20]([O:19][C:17](=[O:18])[NH:24][C@@H:25]([C:27](=[O:28])[NH:16][CH2:15][CH2:13][OH:14])[CH3:26])([CH3:21])([CH3:22])[CH3:23], predict the reactants needed to synthesize it. The reactants are: C(N1C=CN=C1)(N1C=CN=C1)=O.[CH2:13]([CH2:15][NH2:16])[OH:14].[C:17]([NH:24][C@@H:25]([C:27](O)=[O:28])[CH3:26])([O:19][C:20]([CH3:23])([CH3:22])[CH3:21])=[O:18].